This data is from Catalyst prediction with 721,799 reactions and 888 catalyst types from USPTO. The task is: Predict which catalyst facilitates the given reaction. Reactant: [CH3:1][Si]([N-][Si](C)(C)C)(C)C.[Li+].C[C:12](P(OC)(O)=O)([C:14]([O-:16])=[O:15])[CH3:13].[F:22][C:23]([F:35])([F:34])[C:24]1[CH:29]=[CH:28][C:27](C(=O)CC)=[CH:26][CH:25]=1.[CH2:36]1COC[CH2:37]1. Product: [CH3:1][O:16][C:14](=[O:15])[CH:12]=[C:13]([C:27]1[CH:26]=[CH:25][C:24]([C:23]([F:22])([F:34])[F:35])=[CH:29][CH:28]=1)[CH2:36][CH3:37]. The catalyst class is: 625.